Dataset: Full USPTO retrosynthesis dataset with 1.9M reactions from patents (1976-2016). Task: Predict the reactants needed to synthesize the given product. Given the product [CH3:1][O:2][C:21]1[N:20]=[C:19]2[C:6](=[N:7][CH2:8][N:9]2[C@@H:10]2[O:18][C@H:15]([CH2:16][OH:17])[C@@H:13]([OH:14])[C@H:11]2[OH:12])[C:5]([O:25][CH3:24])([NH2:23])[N:22]=1, predict the reactants needed to synthesize it. The reactants are: [CH3:1][O-:2].[Na+].Cl[C:5]1([NH2:23])[N:22]=[CH:21][N:20]=[C:19]2[C:6]1=[N:7][CH2:8][N:9]2[C@@H:10]1[O:18][C@H:15]([CH2:16][OH:17])[C@@H:13]([OH:14])[C@H:11]1[OH:12].[CH3:24][OH:25].